Dataset: Catalyst prediction with 721,799 reactions and 888 catalyst types from USPTO. Task: Predict which catalyst facilitates the given reaction. (1) Reactant: BrC1C(C)=CC(C)=CC=1C.[Li]C(C)(C)C.[CH3:16][O:17][C:18]1[CH:23]=[CH:22][CH:21]=[CH:20][N:19]=1.CON(C)[C:27]([CH:29]1[CH2:33][CH:32]=[CH:31][CH2:30]1)=[O:28]. Product: [CH2:32]1[CH2:31][CH:30]=[C:29]([C:27]([C:23]2[C:18]([O:17][CH3:16])=[N:19][CH:20]=[CH:21][CH:22]=2)=[O:28])[CH2:33]1. The catalyst class is: 773. (2) Reactant: [CH3:1][O:2][C:3]1[CH:4]=[C:5]([CH:27]=[C:28]([O:30][CH3:31])[CH:29]=1)[CH2:6][C:7]1[C:15]2[C:10](=[CH:11][CH:12]=[CH:13][C:14]=2[CH2:16][CH2:17][C:18]2[CH:26]=[CH:25][C:21]([C:22]([OH:24])=[O:23])=[CH:20][CH:19]=2)[CH2:9][CH:8]=1.COC1C=C(C=C(OC)C=1)/C=C1\CCC2C\1=C(CCC1C=CC(C(O)=O)=CC=1)C=CC=2. Product: [CH3:31][O:30][C:28]1[CH:27]=[C:5]([CH:4]=[C:3]([O:2][CH3:1])[CH:29]=1)[CH2:6][CH:7]1[C:15]2[C:10](=[CH:11][CH:12]=[CH:13][C:14]=2[CH2:16][CH2:17][C:18]2[CH:19]=[CH:20][C:21]([C:22]([OH:24])=[O:23])=[CH:25][CH:26]=2)[CH2:9][CH2:8]1. The catalyst class is: 78. (3) Reactant: [Br:1]Br.[CH3:3][C:4]1[C:12]2[CH:11]=[CH:10][S:9][C:8]=2[CH:7]=[CH:6][CH:5]=1.C([O-])(=O)C.[Na+]. Product: [Br:1][C:11]1[C:12]2[C:4]([CH3:3])=[CH:5][CH:6]=[CH:7][C:8]=2[S:9][CH:10]=1. The catalyst class is: 4. (4) Reactant: [Cl:1][C:2]1[CH:7]=[CH:6][C:5]([S:8]([CH2:11][C:12]#[N:13])(=[O:10])=[O:9])=[CH:4][CH:3]=1.[C:14](=O)([O-])[O-].[K+].[K+].[N:20]1[CH:25]=[CH:24][CH:23]=[C:22]([N:26]=[C:27]=[S:28])[CH:21]=1. Product: [Cl:1][C:2]1[CH:3]=[CH:4][C:5]([S:8]([C:11](=[C:27]([S:28][CH3:14])[NH:26][C:22]2[CH:21]=[N:20][CH:25]=[CH:24][CH:23]=2)[C:12]#[N:13])(=[O:9])=[O:10])=[CH:6][CH:7]=1. The catalyst class is: 21. (5) Reactant: [CH2:1]([O:3][C:4]1[CH:5]=[C:6]([CH:13]=[CH:14][C:15]=1[N+:16]([O-])=O)[O:7][CH2:8][CH2:9][N:10]([CH3:12])[CH3:11])[CH3:2]. Product: [CH3:11][N:10]([CH3:12])[CH2:9][CH2:8][O:7][C:6]1[CH:13]=[CH:14][C:15]([NH2:16])=[C:4]([O:3][CH2:1][CH3:2])[CH:5]=1. The catalyst class is: 50.